From a dataset of hERG Central: cardiac toxicity at 1µM, 10µM, and general inhibition. Predict hERG channel inhibition at various concentrations. (1) The compound is Cl.O=S(=O)(c1ccccc1)N(CC(O)CN1CCCCC1)c1ccccc1. Results: hERG_inhib (hERG inhibition (general)): blocker. (2) The drug is CN(C)CCCOc1ccc(Cl)cc1Br.O=C(O)C(=O)O. Results: hERG_inhib (hERG inhibition (general)): blocker. (3) The drug is CC1CN(c2ccc([N+](=O)[O-])cc2F)CCN1C(=O)c1ccco1. Results: hERG_inhib (hERG inhibition (general)): blocker. (4) The molecule is CC(C)CN(CCCNC(=O)CN1C(=O)COc2ccc(S(=O)(=O)N3CCCCCC3)cc21)CC(C)C. Results: hERG_inhib (hERG inhibition (general)): blocker. (5) The molecule is Nc1nc2ccccc2n1CCOc1ccc(Br)cc1. Results: hERG_inhib (hERG inhibition (general)): blocker. (6) The compound is COc1ccccc1/C=C/CN1CCCC(CO)(CCc2ccccc2)C1. Results: hERG_inhib (hERG inhibition (general)): blocker. (7) The drug is C/C(=N\OCc1ccc(C#N)cc1)c1ccc(S(=O)(=O)N(C)C)cc1. Results: hERG_inhib (hERG inhibition (general)): blocker. (8) The molecule is Cc1cc(OCc2cc(C(=O)N(C)CC3CCOCC3)no2)cc(C)c1Cl. Results: hERG_inhib (hERG inhibition (general)): blocker. (9) The compound is COc1ccc(C(=O)N2CCN(Cc3ccccc3[N+](=O)[O-])CC2)cc1.O=C(O)C(=O)O. Results: hERG_inhib (hERG inhibition (general)): blocker.